This data is from Full USPTO retrosynthesis dataset with 1.9M reactions from patents (1976-2016). The task is: Predict the reactants needed to synthesize the given product. The reactants are: Cl[C:2]1[C:7]([CH2:8][C:9]([F:12])([F:11])[F:10])=[CH:6][N:5]=[C:4]([C:13]2[CH:14]=[N:15][C:16]([C:19]([F:22])([F:21])[F:20])=[N:17][CH:18]=2)[CH:3]=1.[C:23]([O:27][C:28]([NH:30][CH2:31][B-](F)(F)F)=[O:29])([CH3:26])([CH3:25])[CH3:24].[K+].C(=O)([O-])[O-].[Na+].[Na+].O. Given the product [F:10][C:9]([F:12])([F:11])[CH2:8][C:7]1[C:2]([CH2:31][NH:30][C:28](=[O:29])[O:27][C:23]([CH3:26])([CH3:25])[CH3:24])=[CH:3][C:4]([C:13]2[CH:14]=[N:15][C:16]([C:19]([F:22])([F:21])[F:20])=[N:17][CH:18]=2)=[N:5][CH:6]=1, predict the reactants needed to synthesize it.